The task is: Predict the product of the given reaction.. This data is from Forward reaction prediction with 1.9M reactions from USPTO patents (1976-2016). (1) Given the reactants [Cl:1][C:2]1[CH:3]=[C:4]([CH:6]=[C:7]([Cl:10])[C:8]=1[CH3:9])N.N([O-])=O.[Na+].C(OCC)(=O)C.[BrH:21], predict the reaction product. The product is: [Br:21][C:4]1[CH:6]=[C:7]([Cl:10])[C:8]([CH3:9])=[C:2]([Cl:1])[CH:3]=1. (2) Given the reactants [C:1]1([S:11]([NH2:14])(=[O:13])=[O:12])[C:2]([S:7]([NH2:10])(=[O:9])=[O:8])=[CH:3][CH:4]=[CH:5][CH:6]=1.[Br:15][C:16]1[CH:24]=[CH:23][C:19]([C:20](O)=[O:21])=[C:18]([F:25])[CH:17]=1.Cl.CN(C)CCCN=C=NCC.O, predict the reaction product. The product is: [Br:15][C:16]1[CH:24]=[CH:23][C:19]([C:20]([NH:10][S:7]([C:2]2[CH:3]=[CH:4][CH:5]=[CH:6][C:1]=2[S:11](=[O:13])(=[O:12])[NH2:14])(=[O:9])=[O:8])=[O:21])=[C:18]([F:25])[CH:17]=1. (3) Given the reactants F[C:2]1[CH:9]=[CH:8][C:5]([C:6]#[N:7])=[CH:4][CH:3]=1.[F:10][C:11]1[CH:12]=[C:13]([OH:17])[CH:14]=[CH:15][CH:16]=1.C(=O)([O-])[O-].[Cs+].[Cs+].CN(C=O)C, predict the reaction product. The product is: [F:10][C:11]1[CH:12]=[C:13]([CH:14]=[CH:15][CH:16]=1)[O:17][C:2]1[CH:9]=[CH:8][C:5]([C:6]#[N:7])=[CH:4][CH:3]=1. (4) The product is: [Br:1][C:2]1[CH:3]=[N:4][C:5]2[N:6]([N:8]=[C:9]([C:11]([N:26]3[CH2:25][CH2:24][C:23]4[C:28](=[CH:29][C:20]([C:19]5[C:15]([CH3:14])=[N:16][O:17][C:18]=5[CH3:31])=[CH:21][CH:22]=4)[CH:27]3[CH3:30])=[O:13])[CH:10]=2)[CH:7]=1. Given the reactants [Br:1][C:2]1[CH:3]=[N:4][C:5]2[N:6]([N:8]=[C:9]([C:11]([OH:13])=O)[CH:10]=2)[CH:7]=1.[CH3:14][C:15]1[C:19]([C:20]2[CH:29]=[C:28]3[C:23]([CH2:24][CH2:25][NH:26][CH:27]3[CH3:30])=[CH:22][CH:21]=2)=[C:18]([CH3:31])[O:17][N:16]=1, predict the reaction product. (5) Given the reactants [C:1]([O:5][C:6]([N:8]1[C@H:17]([C:18]([N:20]2[CH2:24][CH2:23][CH2:22][C@H:21]2[C:25](=[O:27])[NH2:26])=[O:19])[CH2:16][C:15]2[C:10](=[CH:11][C:12]([OH:28])=[CH:13][CH:14]=2)[CH2:9]1)=[O:7])([CH3:4])([CH3:3])[CH3:2].C1C=CC(N([S:36]([C:39]([F:42])([F:41])[F:40])(=[O:38])=[O:37])[S:36]([C:39]([F:42])([F:41])[F:40])(=[O:38])=[O:37])=CC=1, predict the reaction product. The product is: [C:1]([O:5][C:6]([N:8]1[C@H:17]([C:18]([N:20]2[CH2:24][CH2:23][CH2:22][C@H:21]2[C:25](=[O:27])[NH2:26])=[O:19])[CH2:16][C:15]2[C:10](=[CH:11][C:12]([O:28][S:36]([C:39]([F:42])([F:41])[F:40])(=[O:38])=[O:37])=[CH:13][CH:14]=2)[CH2:9]1)=[O:7])([CH3:4])([CH3:2])[CH3:3]. (6) Given the reactants [CH2:1]([N:3]1[C:7](=[O:8])[NH:6][N:5]=[N:4]1)[CH3:2].Br[CH2:10][CH2:11][OH:12].C(=O)([O-])[O-].[K+].[K+], predict the reaction product. The product is: [CH2:1]([N:3]1[C:7](=[O:8])[N:6]([CH2:10][CH2:11][OH:12])[N:5]=[N:4]1)[CH3:2]. (7) Given the reactants [O:1]([C:8]1[CH:16]=[CH:15][C:11]([C:12]([OH:14])=O)=[CH:10][CH:9]=1)[C:2]1[CH:7]=[CH:6][CH:5]=[CH:4][CH:3]=1.ON1C2C=CC=CC=2N=N1.Cl.C(N=C=NCCCN(C)C)C.[Si]([O:46][CH2:47][C:48]1[S:52][C:51]([C:53](=[N:55]O)[NH2:54])=[C:50]([CH3:57])[CH:49]=1)(C(C)(C)C)(C)C.[F-].C([N+](CCCC)(CCCC)CCCC)CCC, predict the reaction product. The product is: [CH3:57][C:50]1[CH:49]=[C:48]([CH2:47][OH:46])[S:52][C:51]=1[C:53]1[N:55]=[C:12]([C:11]2[CH:10]=[CH:9][C:8]([O:1][C:2]3[CH:3]=[CH:4][CH:5]=[CH:6][CH:7]=3)=[CH:16][CH:15]=2)[O:14][N:54]=1.